From a dataset of Full USPTO retrosynthesis dataset with 1.9M reactions from patents (1976-2016). Predict the reactants needed to synthesize the given product. (1) Given the product [CH:20]([P:12](=[O:13])([CH:16]=[CH2:17])[C:5]1[CH:6]=[CH:7][C:8]([N+:9]([O-:11])=[O:10])=[C:3]([O:2][CH3:1])[CH:4]=1)=[CH2:21], predict the reactants needed to synthesize it. The reactants are: [CH3:1][O:2][C:3]1[CH:4]=[C:5]([P:12](Cl)(Cl)=[O:13])[CH:6]=[CH:7][C:8]=1[N+:9]([O-:11])=[O:10].[CH:16]([Mg]Br)=[CH2:17].[CH2:20]1COC[CH2:21]1. (2) Given the product [OH:6][C:7]1[C:8]([CH:17]2[C:26]3[C:21](=[CH:22][CH:23]=[CH:24][CH:25]=3)[CH2:20][CH2:19][NH:18]2)=[C:9]2[C:14](=[CH:15][CH:16]=1)[CH:13]=[C:12]([C:54]([C:53]1[CH:48]=[CH:49][CH:50]=[CH:51][CH:52]=1)=[O:33])[CH:11]=[CH:10]2, predict the reactants needed to synthesize it. The reactants are: FC(F)(F)S([O:6][C:7]1[CH:16]=[CH:15][C:14]2[C:9](=[CH:10][CH:11]=[CH:12][CH:13]=2)[C:8]=1[CH:17]1[C:26]2[C:21](=[CH:22][CH:23]=[CH:24][CH:25]=2)[CH2:20][CH2:19][N:18]1C)(=O)=O.FC(F)(F)S(OS(C(F)(F)F)(=O)=O)(=O)=[O:33].CN1C[CH2:54][C:53]2[C:48](=[CH:49][CH:50]=[CH:51][CH:52]=2)[CH:54]1[C:53]1[C:52]2[C:51](=CC=CC=2)[CH:50]=[CH:49][C:48]=1O.N1C=CC=CC=1.